Task: Predict the reactants needed to synthesize the given product.. Dataset: Full USPTO retrosynthesis dataset with 1.9M reactions from patents (1976-2016) (1) Given the product [F:26][C:27]([F:32])([F:31])[C:28]([OH:30])=[O:29].[OH:1][C:2]1([CH2:15][N:16]2[C:21](=[O:22])[C:20]3=[CH:23][CH:24]=[CH:25][N:19]3[N:18]=[CH:17]2)[CH2:3][CH2:4][NH:5][CH2:6][CH2:7]1, predict the reactants needed to synthesize it. The reactants are: [OH:1][C:2]1([CH2:15][N:16]2[C:21](=[O:22])[C:20]3=[CH:23][CH:24]=[CH:25][N:19]3[N:18]=[CH:17]2)[CH2:7][CH2:6][N:5](C(OC(C)(C)C)=O)[CH2:4][CH2:3]1.[F:26][C:27]([F:32])([F:31])[C:28]([OH:30])=[O:29]. (2) Given the product [F:1][C:2]([F:15])([F:14])[S:3]([O:6][C:23]1[CH:22]=[CH:21][C:20]([C:25](=[O:27])[CH3:26])=[CH:19][C:18]=1[N:17]([CH3:16])[CH3:28])(=[O:5])=[O:4], predict the reactants needed to synthesize it. The reactants are: [F:1][C:2]([F:15])([F:14])[S:3]([O:6]S(C(F)(F)F)(=O)=O)(=[O:5])=[O:4].[CH3:16][N:17]([CH3:28])[C:18]1[CH:19]=[C:20]([C:25](=[O:27])[CH3:26])[CH:21]=[CH:22][C:23]=1O.C(N(CC)CC)C.C(=O)([O-])O.[Na+]. (3) Given the product [CH3:7][CH:8]1[C:13]2=[C:49]([C:50]([O:52][CH2:53][CH3:54])=[O:51])[N:47]=[CH:48][N:12]2[C:11]2[CH:15]=[CH:16][CH:17]=[C:18]([CH2:19][CH2:20][N:21]3[CH2:26][CH2:25][N:24]([C:27]4[CH:36]=[CH:35][CH:34]=[C:33]5[C:28]=4[CH:29]=[CH:30][C:31]([CH3:37])=[N:32]5)[CH2:23][CH2:22]3)[C:10]=2[O:9]1, predict the reactants needed to synthesize it. The reactants are: CC(C)([O-])C.[K+].[CH3:7][CH:8]1[C:13](=O)[NH:12][C:11]2[CH:15]=[CH:16][CH:17]=[C:18]([CH2:19][CH2:20][N:21]3[CH2:26][CH2:25][N:24]([C:27]4[CH:36]=[CH:35][CH:34]=[C:33]5[C:28]=4[CH:29]=[CH:30][C:31]([CH3:37])=[N:32]5)[CH2:23][CH2:22]3)[C:10]=2[O:9]1.C(OP(Cl)(OCC)=O)C.[N+:47]([CH2:49][C:50]([O:52][CH2:53][CH3:54])=[O:51])#[C-:48]. (4) Given the product [NH:22]1[C:21]2[CH:44]=[CH:45][C:18]([C:16]3[N:15]=[C:14]([O:46][CH3:47])[N:13]=[C:12]([NH:11][CH2:10][CH2:9][C:6]4[CH:5]=[CH:4][C:3]([O:2][CH3:1])=[CH:8][CH:7]=4)[CH:17]=3)=[CH:19][C:20]=2[N:24]=[CH:23]1, predict the reactants needed to synthesize it. The reactants are: [CH3:1][O:2][C:3]1[CH:8]=[CH:7][C:6]([CH2:9][CH2:10][NH:11][C:12]2[CH:17]=[C:16]([C:18]3[CH:45]=[CH:44][C:21]4[N:22](C(C5C=CC=CC=5)(C5C=CC=CC=5)C5C=CC=CC=5)[CH:23]=[N:24][C:20]=4[CH:19]=3)[N:15]=[C:14]([O:46][CH3:47])[N:13]=2)=[CH:5][CH:4]=1.FC(F)(F)C(O)=O.O.CO. (5) Given the product [Cl:1][C:2]1[C:7]([C:8]2[N:9]=[C:10]([N:20]3[CH2:21][CH2:22][O:23][CH2:24][CH2:25]3)[S:11][C:12]=2[C:13]2[CH:18]=[CH:17][N:16]=[CH:15][N:14]=2)=[CH:6][CH:5]=[CH:4][C:3]=1[NH:26][S:27]([C:30]1[C:35]([F:36])=[CH:34][CH:33]=[CH:32][C:31]=1[F:37])(=[O:29])=[O:28], predict the reactants needed to synthesize it. The reactants are: [Cl:1][C:2]1[C:7]([C:8]2[N:9]=[C:10]([N:20]3[CH2:25][CH2:24][O:23][CH2:22][CH2:21]3)[S:11][C:12]=2[C:13]2[CH:18]=[CH:17][N:16]=[C:15](Cl)[N:14]=2)=[CH:6][CH:5]=[CH:4][C:3]=1[NH:26][S:27]([C:30]1[C:35]([F:36])=[CH:34][CH:33]=[CH:32][C:31]=1[F:37])(=[O:29])=[O:28].C([O-])=O.[NH4+]. (6) Given the product [CH2:1]([O:8][CH2:9][C@H:10]([OH:14])[CH2:11][CH:12]=[CH:13][CH3:15])[C:2]1[CH:7]=[CH:6][CH:5]=[CH:4][CH:3]=1, predict the reactants needed to synthesize it. The reactants are: [CH2:1]([O:8][CH2:9][C@H:10]([OH:14])[CH2:11][CH:12]=[CH2:13])[C:2]1[CH:7]=[CH:6][CH:5]=[CH:4][CH:3]=1.[CH:15]([Mg]Br)=CC. (7) Given the product [N:25]1([C:23]([C:20]2[CH:21]=[CH:22][C:17]([C:14]3[CH:15]=[CH:16][C:10]4[O:9][C:8]([CH2:7][CH2:6][NH:34][CH2:31][CH2:32][CH3:33])=[CH:12][C:11]=4[CH:13]=3)=[N:18][CH:19]=2)=[O:24])[CH2:26][CH2:27][O:28][CH2:29][CH2:30]1, predict the reactants needed to synthesize it. The reactants are: CS(O[CH2:6][CH2:7][C:8]1[O:9][C:10]2[CH:16]=[CH:15][C:14]([C:17]3[CH:22]=[CH:21][C:20]([C:23]([N:25]4[CH2:30][CH2:29][O:28][CH2:27][CH2:26]4)=[O:24])=[CH:19][N:18]=3)=[CH:13][C:11]=2[CH:12]=1)(=O)=O.[CH2:31]([NH2:34])[CH2:32][CH3:33]. (8) Given the product [F:1][C:2]([F:26])([F:25])[CH2:3][NH:4][C:5]([C:7]1([CH2:20][CH2:21][CH2:22][CH2:23][N:42]2[CH2:43][CH2:44][N:39]([C:31]3[N:30]([CH:27]([CH3:29])[CH3:28])[C:34]4[CH:35]=[CH:36][CH:37]=[CH:38][C:33]=4[N:32]=3)[CH2:40][CH2:41]2)[C:19]2[CH:18]=[CH:17][CH:16]=[CH:15][C:14]=2[C:13]2[C:8]1=[CH:9][CH:10]=[CH:11][CH:12]=2)=[O:6], predict the reactants needed to synthesize it. The reactants are: [F:1][C:2]([F:26])([F:25])[CH2:3][NH:4][C:5]([C:7]1([CH2:20][CH2:21][CH2:22][CH2:23]Br)[C:19]2[CH:18]=[CH:17][CH:16]=[CH:15][C:14]=2[C:13]2[C:8]1=[CH:9][CH:10]=[CH:11][CH:12]=2)=[O:6].[CH:27]([N:30]1[C:34]2[CH:35]=[CH:36][CH:37]=[CH:38][C:33]=2[N:32]=[C:31]1[N:39]1[CH2:44][CH2:43][NH:42][CH2:41][CH2:40]1)([CH3:29])[CH3:28]. (9) Given the product [F:27][C:28]1[CH:33]=[CH:32][C:31]([C:34]2[N:37]=[C:24]([CH:10]3[CH2:11][CH:12]([C:14]4[CH:19]=[CH:18][C:17]([C:20]([F:22])([F:23])[F:21])=[CH:16][CH:15]=4)[CH2:13][N:8]([C:6]([N:4]4[CH2:5][CH:2]([OH:1])[CH2:3]4)=[O:7])[CH2:9]3)[O:26][N:35]=2)=[CH:30][CH:29]=1, predict the reactants needed to synthesize it. The reactants are: [OH:1][CH:2]1[CH2:5][N:4]([C:6]([N:8]2[CH2:13][CH:12]([C:14]3[CH:19]=[CH:18][C:17]([C:20]([F:23])([F:22])[F:21])=[CH:16][CH:15]=3)[CH2:11][CH:10]([C:24]([OH:26])=O)[CH2:9]2)=[O:7])[CH2:3]1.[F:27][C:28]1[CH:33]=[CH:32][C:31]([C:34](=[NH:37])[NH:35]O)=[CH:30][CH:29]=1. (10) The reactants are: [Si:1]([O:8][C@H:9]1[CH2:13][C@H:12]([N:14]2[C:18]3[N:19]=[CH:20][N:21]=[C:22](Cl)[C:17]=3[CH:16]=[CH:15]2)[CH2:11][C@H:10]1[CH2:24][OH:25])([C:4]([CH3:7])([CH3:6])[CH3:5])([CH3:3])[CH3:2].CC1(C)C(C)(C)OB([C:34]2[NH:35][C:36]3[C:41]([CH:42]=2)=[CH:40][CH:39]=[C:38]([C:43]([F:46])([F:45])[F:44])[CH:37]=3)O1.C(=O)([O-])[O-].[Cs+].[Cs+].O1CCOCC1. Given the product [Si:1]([O:8][C@H:9]1[CH2:13][C@H:12]([N:14]2[C:18]3[N:19]=[CH:20][N:21]=[C:22]([C:34]4[NH:35][C:36]5[C:41]([CH:42]=4)=[CH:40][CH:39]=[C:38]([C:43]([F:44])([F:46])[F:45])[CH:37]=5)[C:17]=3[CH:16]=[CH:15]2)[CH2:11][C@H:10]1[CH2:24][OH:25])([C:4]([CH3:7])([CH3:6])[CH3:5])([CH3:3])[CH3:2], predict the reactants needed to synthesize it.